From a dataset of Full USPTO retrosynthesis dataset with 1.9M reactions from patents (1976-2016). Predict the reactants needed to synthesize the given product. (1) Given the product [CH2:3]([N:5]1[CH2:15][CH:14]2[O:16][CH:7]([C:8]3[C:13]2=[CH:12][C:11]([NH2:17])=[CH:10][CH:9]=3)[CH2:6]1)[CH3:4], predict the reactants needed to synthesize it. The reactants are: [H][H].[CH2:3]([N:5]1[CH2:15][CH:14]2[O:16][CH:7]([C:8]3[C:13]2=[CH:12][C:11]([N+:17]([O-])=O)=[CH:10][CH:9]=3)[CH2:6]1)[CH3:4]. (2) Given the product [CH3:8][O:9][C:10]1[CH:11]=[C:12]([CH:35]=[CH:36][C:37]=1[O:38][CH3:39])[CH2:13][C:14]1[N:18]([C:19]2[CH:24]=[CH:23][CH:22]=[CH:21][N:20]=2)[N:17]=[C:16]([NH2:25])[N:15]=1, predict the reactants needed to synthesize it. The reactants are: C(O)(C(F)(F)F)=O.[CH3:8][O:9][C:10]1[CH:11]=[C:12]([CH:35]=[CH:36][C:37]=1[O:38][CH3:39])[CH2:13][C:14]1[N:18]([C:19]2[CH:24]=[CH:23][CH:22]=[CH:21][N:20]=2)[N:17]=[C:16]([NH:25]CC2C=CC(OC)=CC=2)[N:15]=1.C([O-])(O)=O.[Na+]. (3) Given the product [F:18][C:13]([P:19]([C:26]([F:31])([F:32])[C:27]([F:30])([F:29])[F:28])(=[O:20])[O-:25])([F:12])[C:14]([F:17])([F:16])[F:15].[CH2:2]([N+:6]1[CH:10]=[CH:9][N:8]([CH3:11])[CH:7]=1)[CH2:3][CH2:4][CH3:5], predict the reactants needed to synthesize it. The reactants are: [Cl-].[CH2:2]([N+:6]1[CH:10]=[CH:9][N:8]([CH3:11])[CH:7]=1)[CH2:3][CH2:4][CH3:5].[F:12][C:13]([P:19]([C:26]([F:32])([F:31])[C:27]([F:30])([F:29])[F:28])(=[O:25])[O:20][Si](C)(C)C)([F:18])[C:14]([F:17])([F:16])[F:15]. (4) Given the product [C:12]([C:10]1[N:11]=[C:6]([C:4]([NH:26][CH2:27][C:28]([OH:30])=[O:29])=[O:5])[C:7]([OH:25])=[C:8]2[CH:16]=[CH:15][N:14]([CH2:17][C:18]3[CH:23]=[CH:22][CH:21]=[C:20]([F:24])[CH:19]=3)[C:9]=12)#[N:13], predict the reactants needed to synthesize it. The reactants are: C(O[C:4]([C:6]1[C:7]([OH:25])=[C:8]2[CH:16]=[CH:15][N:14]([CH2:17][C:18]3[CH:23]=[CH:22][CH:21]=[C:20]([F:24])[CH:19]=3)[C:9]2=[C:10]([C:12]#[N:13])[N:11]=1)=[O:5])C.[NH2:26][CH2:27][C:28]([OH:30])=[O:29].C[O-].[Na+].CO. (5) Given the product [Cl:30][C:24]1[CH:23]=[C:22]([C:19]2[CH:20]=[CH:21][N:17]([C@@H:15]([CH3:16])[CH2:14][NH:13][C:11]([C:8]3[CH:7]=[C:6]([CH:3]([OH:5])[CH3:4])[O:10][N:9]=3)=[O:12])[N:18]=2)[CH:27]=[CH:26][C:25]=1[C:28]#[N:29], predict the reactants needed to synthesize it. The reactants are: [BH4-].[Na+].[C:3]([C:6]1[O:10][N:9]=[C:8]([C:11]([NH:13][CH2:14][C@@H:15]([N:17]2[CH:21]=[CH:20][C:19]([C:22]3[CH:27]=[CH:26][C:25]([C:28]#[N:29])=[C:24]([Cl:30])[CH:23]=3)=[N:18]2)[CH3:16])=[O:12])[CH:7]=1)(=[O:5])[CH3:4]. (6) The reactants are: [F:1][C:2]([C:18]1[CH:26]=[CH:25][C:21]([C:22](O)=[O:23])=[CH:20][CH:19]=1)([F:17])[C:3]([NH:5][NH:6][C:7](=[O:16])[C:8]1[CH:13]=[CH:12][CH:11]=[CH:10][C:9]=1[O:14][CH3:15])=[O:4].[NH2:27][C:28]1[C:32]([NH:33][C:34](=[O:40])[O:35][C:36]([CH3:39])([CH3:38])[CH3:37])=[CH:31][N:30]([C:41]2[CH:46]=[CH:45][CH:44]=[CH:43][CH:42]=2)[N:29]=1.C(N(CC)C(C)C)(C)C.F[P-](F)(F)(F)(F)F.N1(O[P+](C(C)C)(C(C)C)C(C)C)C2C=CC=CC=2N=N1. Given the product [F:1][C:2]([C:18]1[CH:26]=[CH:25][C:21]([C:22]([NH:27][C:28]2[C:32]([NH:33][C:34](=[O:40])[O:35][C:36]([CH3:39])([CH3:37])[CH3:38])=[CH:31][N:30]([C:41]3[CH:46]=[CH:45][CH:44]=[CH:43][CH:42]=3)[N:29]=2)=[O:23])=[CH:20][CH:19]=1)([F:17])[C:3]([NH:5][NH:6][C:7](=[O:16])[C:8]1[CH:13]=[CH:12][CH:11]=[CH:10][C:9]=1[O:14][CH3:15])=[O:4], predict the reactants needed to synthesize it. (7) Given the product [OH:20][CH2:19][C:11]1[S:10][C:9]([C:6]2[CH:5]=[CH:4][C:3]([C:2]([F:25])([F:24])[F:1])=[CH:8][CH:7]=2)=[N:13][C:12]=1[CH2:14][OH:15], predict the reactants needed to synthesize it. The reactants are: [F:1][C:2]([F:25])([F:24])[C:3]1[CH:8]=[CH:7][C:6]([C:9]2[S:10][C:11]([C:19](OCC)=[O:20])=[C:12]([C:14](OCC)=[O:15])[N:13]=2)=[CH:5][CH:4]=1.CO.C(O)(=O)C.[BH4-].[Na+]. (8) Given the product [CH3:60][O:61][C:62](=[O:85])[C@@H:63]([NH:84][C:21](=[O:23])[C:20]1[CH:24]=[CH:25][C:17]([C:16]#[C:15][C:12]2[CH:11]=[CH:10][C:9]([CH2:8][N:5]3[CH2:6][CH2:7][CH:2]([F:1])[CH2:3][CH2:4]3)=[CH:14][CH:13]=2)=[CH:18][CH:19]=1)[C@H:64]([NH:66][C:67]([O:69][CH2:70][CH:71]1[C:72]2[CH:73]=[CH:74][CH:75]=[CH:76][C:77]=2[C:78]2[C:83]1=[CH:82][CH:81]=[CH:80][CH:79]=2)=[O:68])[CH3:65], predict the reactants needed to synthesize it. The reactants are: [F:1][CH:2]1[CH2:7][CH2:6][N:5]([CH2:8][C:9]2[CH:14]=[CH:13][C:12]([C:15]#[C:16][C:17]3[CH:25]=[CH:24][C:20]([C:21]([OH:23])=O)=[CH:19][CH:18]=3)=[CH:11][CH:10]=2)[CH2:4][CH2:3]1.CN(C(ON1N=NC2C=CC=NC1=2)=[N+](C)C)C.F[P-](F)(F)(F)(F)F.CCN(C(C)C)C(C)C.Cl.[CH3:60][O:61][C:62](=[O:85])[C@@H:63]([NH2:84])[C@H:64]([NH:66][C:67]([O:69][CH2:70][CH:71]1[C:83]2[CH:82]=[CH:81][CH:80]=[CH:79][C:78]=2[C:77]2[C:72]1=[CH:73][CH:74]=[CH:75][CH:76]=2)=[O:68])[CH3:65].Cl. (9) Given the product [S:33]([OH:37])([OH:36])(=[O:35])=[O:34].[F:1][C:2]1[CH:7]=[C:6]([N:8]2[CH2:12][C@H:11]([CH2:13][NH:14][C:15](=[O:17])[CH3:16])[O:10][C:9]2=[O:18])[CH:5]=[CH:4][C:3]=1[C:19]1[CH:24]=[CH:23][C:22]([CH2:25][NH:26][CH2:27][C:28]2[NH:32][N:31]=[N:30][CH:29]=2)=[CH:21][CH:20]=1, predict the reactants needed to synthesize it. The reactants are: [F:1][C:2]1[CH:7]=[C:6]([N:8]2[CH2:12][C@H:11]([CH2:13][NH:14][C:15](=[O:17])[CH3:16])[O:10][C:9]2=[O:18])[CH:5]=[CH:4][C:3]=1[C:19]1[CH:24]=[CH:23][C:22]([CH2:25][NH:26][CH2:27][C:28]2[NH:32][N:31]=[N:30][CH:29]=2)=[CH:21][CH:20]=1.[S:33](=[O:37])(=[O:36])([OH:35])[OH:34].C(O)(C)C.